Dataset: Reaction yield outcomes from USPTO patents with 853,638 reactions. Task: Predict the reaction yield, written as a fraction of the theoretical maximum amount of product (1.0 means a 100% yield; for example, 0.34 means a 34% yield). The reactants are [N:1]1([CH2:8][CH2:9][C:10]([CH3:13])([NH2:12])[CH3:11])[CH2:7][CH2:6][CH2:5][CH2:4][CH2:3][CH2:2]1.[C:14](ON1C(=O)CCC1=O)([O:16][CH2:17][C:18]1[CH:23]=[CH:22][CH:21]=[CH:20][CH:19]=1)=[O:15]. The catalyst is C(Cl)Cl. The product is [N:1]1([CH2:8][CH2:9][C:10]([NH:12][C:14](=[O:15])[O:16][CH2:17][C:18]2[CH:23]=[CH:22][CH:21]=[CH:20][CH:19]=2)([CH3:13])[CH3:11])[CH2:7][CH2:6][CH2:5][CH2:4][CH2:3][CH2:2]1. The yield is 0.471.